Dataset: Forward reaction prediction with 1.9M reactions from USPTO patents (1976-2016). Task: Predict the product of the given reaction. (1) Given the reactants C[Si]([N-:5][Si](C)(C)C)(C)C.[Li+].[Cl:11][C:12]1[C:19]([Cl:20])=[CH:18][CH:17]=[CH:16][C:13]=1[CH:14]=O.C([Li])CCC.[CH3:26][C:27]1[CH:36]=[C:35]([CH3:37])[C:34]2[C:29](=[CH:30][CH:31]=[CH:32][CH:33]=2)[N:28]=1, predict the reaction product. The product is: [Cl:11][C:12]1[C:19]([Cl:20])=[CH:18][CH:17]=[CH:16][C:13]=1[CH:14]([NH2:5])[CH2:26][C:27]1[CH:36]=[C:35]([CH3:37])[C:34]2[C:29](=[CH:30][CH:31]=[CH:32][CH:33]=2)[N:28]=1. (2) Given the reactants [NH:1]1[CH:8]=[CH:7][C:5](=[O:6])[NH:4][C:2]1=[O:3].[C:9]1([CH:15]([C:20]2[CH:25]=[CH:24][CH:23]=[CH:22][CH:21]=2)[CH2:16][N:17]=[C:18]=[O:19])[CH:14]=[CH:13][CH:12]=[CH:11][CH:10]=1, predict the reaction product. The product is: [C:9]1([CH:15]([C:20]2[CH:25]=[CH:24][CH:23]=[CH:22][CH:21]=2)[CH2:16][NH:17][C:18]([N:1]2[CH:8]=[CH:7][C:5](=[O:6])[NH:4][C:2]2=[O:3])=[O:19])[CH:10]=[CH:11][CH:12]=[CH:13][CH:14]=1.